This data is from Forward reaction prediction with 1.9M reactions from USPTO patents (1976-2016). The task is: Predict the product of the given reaction. (1) Given the reactants [N+:1]([C:4]1[CH:12]=[C:11]2[C:7]([C:8]([C:21](OC)=[O:22])=[N:9][N:10]2[CH2:13][O:14][CH2:15][CH2:16][Si:17]([CH3:20])([CH3:19])[CH3:18])=[CH:6][CH:5]=1)([O-:3])=[O:2].[H-].[Li+].[Al+3].[H-].[H-].[H-], predict the reaction product. The product is: [N+:1]([C:4]1[CH:12]=[C:11]2[C:7]([C:8]([CH2:21][OH:22])=[N:9][N:10]2[CH2:13][O:14][CH2:15][CH2:16][Si:17]([CH3:18])([CH3:19])[CH3:20])=[CH:6][CH:5]=1)([O-:3])=[O:2]. (2) Given the reactants [CH3:1][O:2][C:3]1[CH:4]=[C:5]([C:11]2[S:15][C:14]3=[N:16][CH:17]=[C:18](I)[N:13]3[N:12]=2)[CH:6]=[CH:7][C:8]=1[O:9][CH3:10].[C:20]([O:24][C:25]([N:27]1[CH2:32][CH2:31][N:30]([C:33]2[C:38]([C:39]([F:42])([F:41])[F:40])=[CH:37][C:36](B3OC(C)(C)C(C)(C)O3)=[CH:35][N:34]=2)[CH2:29][CH2:28]1)=[O:26])([CH3:23])([CH3:22])[CH3:21].C([O-])([O-])=O.[Na+].[Na+], predict the reaction product. The product is: [C:20]([O:24][C:25]([N:27]1[CH2:28][CH2:29][N:30]([C:33]2[C:38]([C:39]([F:42])([F:40])[F:41])=[CH:37][C:36]([C:18]3[N:13]4[C:14]([S:15][C:11]([C:5]5[CH:6]=[CH:7][C:8]([O:9][CH3:10])=[C:3]([O:2][CH3:1])[CH:4]=5)=[N:12]4)=[N:16][CH:17]=3)=[CH:35][N:34]=2)[CH2:31][CH2:32]1)=[O:26])([CH3:23])([CH3:21])[CH3:22].